From a dataset of Full USPTO retrosynthesis dataset with 1.9M reactions from patents (1976-2016). Predict the reactants needed to synthesize the given product. (1) Given the product [O:26]1[CH2:27][CH2:28][N:23]([C:2]2[CH:3]=[C:4]([CH:20]=[CH:21][CH:22]=2)[CH2:5][N:6]2[C:15](=[O:16])[C:14]3[C:9](=[CH:10][CH:11]=[C:12]([C:17]([O:19][CH2:35][CH3:36])=[O:18])[CH:13]=3)[N:8]=[CH:7]2)[CH2:24][CH2:25]1, predict the reactants needed to synthesize it. The reactants are: Br[C:2]1[CH:3]=[C:4]([CH:20]=[CH:21][CH:22]=1)[CH2:5][N:6]1[C:15](=[O:16])[C:14]2[C:9](=[CH:10][CH:11]=[C:12]([C:17]([O-:19])=[O:18])[CH:13]=2)[N:8]=[CH:7]1.[NH:23]1[CH2:28][CH2:27][O:26][CH2:25][CH2:24]1.C(=O)([O-])[O-].[Cs+].[Cs+].[C:35]1(P(C2C=CC=CC=2)C2C3OC4C(=CC=CC=4P(C4C=CC=CC=4)C4C=CC=CC=4)C(C)(C)C=3C=CC=2)C=CC=C[CH:36]=1. (2) Given the product [CH:1]1([C:4]2[CH:5]=[CH:6][C:7]([C:15]([NH:18][C@@H:19]([C:24]([CH3:27])([CH3:26])[CH3:25])[C:20]([NH:22][CH3:23])=[O:21])=[O:17])=[N:8][C:9]=2[O:10][CH2:11][CH:12]2[CH2:13][CH2:14]2)[CH2:2][CH2:3]1, predict the reactants needed to synthesize it. The reactants are: [CH:1]1([C:4]2[CH:5]=[CH:6][C:7]([C:15]([OH:17])=O)=[N:8][C:9]=2[O:10][CH2:11][CH:12]2[CH2:14][CH2:13]2)[CH2:3][CH2:2]1.[NH2:18][C@@H:19]([C:24]([CH3:27])([CH3:26])[CH3:25])[C:20]([NH:22][CH3:23])=[O:21]. (3) Given the product [OH:14][C:11]1[CH:12]=[CH:13][C:8]([CH2:7][CH:6]([O:17][CH3:18])[C:5]([OH:19])=[O:4])=[CH:9][C:10]=1[O:15][CH3:16], predict the reactants needed to synthesize it. The reactants are: [OH-].[Li+].C[O:4][C:5](=[O:19])[CH:6]([O:17][CH3:18])[CH2:7][C:8]1[CH:13]=[CH:12][C:11]([OH:14])=[C:10]([O:15][CH3:16])[CH:9]=1.